From a dataset of Catalyst prediction with 721,799 reactions and 888 catalyst types from USPTO. Predict which catalyst facilitates the given reaction. Reactant: [OH:1][C@@H:2]([C:23]1[CH:28]=[CH:27][CH:26]=[CH:25][CH:24]=1)[CH2:3][CH2:4][N:5]1[CH2:10][CH2:9][CH:8]([C:11]2[CH:12]=[C:13]([NH:17][C:18](=[O:22])[CH:19]([CH3:21])[CH3:20])[CH:14]=[CH:15][CH:16]=2)[CH2:7][CH2:6]1.[CH3:29][O:30][C:31]1[CH:36]=[CH:35][C:34]([C:37](=[O:39])[CH3:38])=[CH:33][C:32]=1O.C1(P(C2C=CC=CC=2)C2C=CC=CC=2)C=CC=CC=1.N(C(OCC)=O)=NC(OCC)=O.N. Product: [C:37]([C:34]1[CH:33]=[CH:32][C:31]([O:30][CH3:29])=[C:36]([CH:35]=1)[O:1][C@H:2]([C:23]1[CH:24]=[CH:25][CH:26]=[CH:27][CH:28]=1)[CH2:3][CH2:4][N:5]1[CH2:10][CH2:9][CH:8]([C:11]2[CH:12]=[C:13]([NH:17][C:18](=[O:22])[CH:19]([CH3:21])[CH3:20])[CH:14]=[CH:15][CH:16]=2)[CH2:7][CH2:6]1)(=[O:39])[CH3:38]. The catalyst class is: 396.